From a dataset of Peptide-MHC class I binding affinity with 185,985 pairs from IEDB/IMGT. Regression. Given a peptide amino acid sequence and an MHC pseudo amino acid sequence, predict their binding affinity value. This is MHC class I binding data. (1) The peptide sequence is IFFPKTFGW. The MHC is Gogo-B0101 with pseudo-sequence Gogo-B0101. The binding affinity (normalized) is 0.255. (2) The peptide sequence is RPMREVRFL. The MHC is HLA-B44:03 with pseudo-sequence HLA-B44:03. The binding affinity (normalized) is 0.